Dataset: Full USPTO retrosynthesis dataset with 1.9M reactions from patents (1976-2016). Task: Predict the reactants needed to synthesize the given product. (1) Given the product [CH2:1]([C:3]1[N:13]([CH2:14][C:15]2[CH:32]=[CH:31][C:18]3/[C:19](=[CH:28]/[C:29]4[NH:37][C:40](=[S:41])[O:34][N:30]=4)/[C:20]4[CH:27]=[CH:26][CH:25]=[CH:24][C:21]=4[CH2:22][CH2:23][C:17]=3[CH:16]=2)[C:6]2=[N:7][C:8]([CH3:12])=[CH:9][C:10]([CH3:11])=[C:5]2[N:4]=1)[CH3:2], predict the reactants needed to synthesize it. The reactants are: [CH2:1]([C:3]1[N:13]([CH2:14][C:15]2[CH:32]=[CH:31][C:18]3/[C:19](=[CH:28]/[C:29]#[N:30])/[C:20]4[CH:27]=[CH:26][CH:25]=[CH:24][C:21]=4[CH2:22][CH2:23][C:17]=3[CH:16]=2)[C:6]2=[N:7][C:8]([CH3:12])=[CH:9][C:10]([CH3:11])=[C:5]2[N:4]=1)[CH3:2].N[OH:34].C1N=C[N:37]([C:40](N2C=NC=C2)=[S:41])C=1.C1CCN2C(=NCCC2)CC1. (2) The reactants are: FC(F)(F)C(O)=O.C[O:9][C:10](=O)[C:11]1[CH:16]=[C:15]([C:17]2[CH:22]=[C:21]([S:23][CH2:24][CH2:25][NH:26][C:27](=[O:39])[CH2:28][CH2:29][CH2:30][NH:31]C(OC(C)(C)C)=O)[N:20]=[C:19]([NH2:40])[N:18]=2)[C:14]([CH3:41])=[CH:13][C:12]=1[O:42][CH3:43].[OH-].[Li+].Cl.C(OCC)(=O)C.ON1C2C=CC=CC=2N=N1.C(N(C(C)C)CC)(C)C.Cl.C(N=C=NCCCN(C)C)C. Given the product [NH2:40][C:19]1[N:20]=[C:21]2[CH:22]=[C:17]([C:15]3[CH:16]=[C:11]([C:10](=[O:9])[NH:31][CH2:30][CH2:29][CH2:28][C:27](=[O:39])[NH:26][CH2:25][CH2:24][S:23]2)[C:12]([O:42][CH3:43])=[CH:13][C:14]=3[CH3:41])[N:18]=1, predict the reactants needed to synthesize it. (3) The reactants are: [NH:1]1[C:9]2[C:4](=[CH:5][C:6]([C:10]3[C:18]4[C:13](=[N:14][CH:15]=[C:16]([C:19]5[CH:38]=[CH:37][C:22]([CH2:23][N:24]6[CH2:29][CH2:28][N:27](C(OC(C)(C)C)=O)[CH2:26][CH2:25]6)=[CH:21][CH:20]=5)[CH:17]=4)[NH:12][CH:11]=3)=[CH:7][CH:8]=2)[CH:3]=[CH:2]1.C(O)(C(F)(F)F)=O. Given the product [NH:1]1[C:9]2[C:4](=[CH:5][C:6]([C:10]3[C:18]4[C:13](=[N:14][CH:15]=[C:16]([C:19]5[CH:38]=[CH:37][C:22]([CH2:23][N:24]6[CH2:29][CH2:28][NH:27][CH2:26][CH2:25]6)=[CH:21][CH:20]=5)[CH:17]=4)[NH:12][CH:11]=3)=[CH:7][CH:8]=2)[CH:3]=[CH:2]1, predict the reactants needed to synthesize it. (4) Given the product [C:1]([O:5][C:6]([N:8]1[C:17]2[C:12](=[CH:13][C:14]([C:18]3[CH:23]=[CH:22][CH:21]=[CH:20][C:19]=3[O:24][CH3:25])=[CH:15][CH:16]=2)[C:11]([CH:26]=[O:30])=[CH:10][C:9]1([CH3:28])[CH3:27])=[O:7])([CH3:4])([CH3:3])[CH3:2], predict the reactants needed to synthesize it. The reactants are: [C:1]([O:5][C:6]([N:8]1[C:17]2[C:12](=[CH:13][C:14]([C:18]3[CH:23]=[CH:22][CH:21]=[CH:20][C:19]=3[O:24][CH3:25])=[CH:15][CH:16]=2)[C:11]([CH3:26])=[CH:10][C:9]1([CH3:28])[CH3:27])=[O:7])([CH3:4])([CH3:3])[CH3:2].[Se](=O)=[O:30]. (5) Given the product [F:1][C:2]1([F:21])[C:3]2[CH:4]=[C:5]([NH2:18])[CH:6]=[CH:7][C:8]=2[C:9]2[C:14]1=[CH:13][C:12]([NH2:15])=[CH:11][CH:10]=2, predict the reactants needed to synthesize it. The reactants are: [F:1][C:2]1([F:21])[C:14]2[CH:13]=[C:12]([N+:15]([O-])=O)[CH:11]=[CH:10][C:9]=2[C:8]2[C:3]1=[CH:4][C:5]([N+:18]([O-])=O)=[CH:6][CH:7]=2.O.NN.